This data is from Full USPTO retrosynthesis dataset with 1.9M reactions from patents (1976-2016). The task is: Predict the reactants needed to synthesize the given product. Given the product [C:1]1([C:9]2[CH:14]=[CH:13][CH:12]=[CH:11][CH:10]=2)[CH:6]=[CH:5][CH:4]=[C:3]([CH2:7][NH2:8])[CH:2]=1, predict the reactants needed to synthesize it. The reactants are: [C:1]1([C:9]2[CH:14]=[CH:13][CH:12]=[CH:11][CH:10]=2)[CH:6]=[CH:5][CH:4]=[C:3]([C:7]#[N:8])[CH:2]=1.[H-].[Al+3].[Li+].[H-].[H-].[H-].CO.[Cl-].[NH4+].